Task: Predict which catalyst facilitates the given reaction.. Dataset: Catalyst prediction with 721,799 reactions and 888 catalyst types from USPTO Reactant: [NH2:1][CH2:2][CH2:3][CH2:4][CH2:5][N:6]([CH3:12])[CH2:7][CH2:8][CH2:9][CH2:10][NH2:11].CO[C:15]1[C:24](=[O:25])[C:19]2[N:20]=[C:21]([CH3:23])[S:22][C:18]=2[C:17](=[O:26])[CH:16]=1. Product: [CH3:12][N:6]([CH2:5][CH2:4][CH2:3][CH2:2][NH:1][C:15]1[C:24](=[O:25])[C:19]2[N:20]=[C:21]([CH3:23])[S:22][C:18]=2[C:17](=[O:26])[CH:16]=1)[CH2:7][CH2:8][CH2:9][CH2:10][NH:11][C:15]1[C:24](=[O:25])[C:19]2[N:20]=[C:21]([CH3:23])[S:22][C:18]=2[C:17](=[O:26])[CH:16]=1. The catalyst class is: 8.